This data is from Peptide-MHC class I binding affinity with 185,985 pairs from IEDB/IMGT. The task is: Regression. Given a peptide amino acid sequence and an MHC pseudo amino acid sequence, predict their binding affinity value. This is MHC class I binding data. (1) The MHC is HLA-A68:01 with pseudo-sequence HLA-A68:01. The binding affinity (normalized) is 0. The peptide sequence is RRQDILDLWI. (2) The peptide sequence is SENDRLRLL. The MHC is HLA-B58:01 with pseudo-sequence HLA-B58:01. The binding affinity (normalized) is 0.213.